This data is from Full USPTO retrosynthesis dataset with 1.9M reactions from patents (1976-2016). The task is: Predict the reactants needed to synthesize the given product. Given the product [CH3:16][C:17]1[N:22]2[N:23]=[C:24]([CH:26]=[CH:13][C:2]3[N:1]=[C:5]4[C:6]5[C:11](=[CH:10][CH:9]=[CH:8][CH:7]=5)[CH2:12][N:4]4[CH:3]=3)[N:25]=[C:21]2[C:20]([CH3:46])=[N:19][CH:18]=1, predict the reactants needed to synthesize it. The reactants are: [N:1]1[C:2]([CH:13]=O)=[CH:3][N:4]2[CH2:12][C:11]3[C:6](=[CH:7][CH:8]=[CH:9][CH:10]=3)[C:5]=12.[Cl-].[CH3:16][C:17]1[N:22]2[N:23]=[C:24]([CH2:26][P+](C3C=CC=CC=3)(C3C=CC=CC=3)C3C=CC=CC=3)[N:25]=[C:21]2[C:20]([CH3:46])=[N:19][CH:18]=1.N12CCCN=C1CCCCC2.